From a dataset of Peptide-MHC class I binding affinity with 185,985 pairs from IEDB/IMGT. Regression. Given a peptide amino acid sequence and an MHC pseudo amino acid sequence, predict their binding affinity value. This is MHC class I binding data. (1) The peptide sequence is ATPHSVWVF. The MHC is HLA-B46:01 with pseudo-sequence HLA-B46:01. The binding affinity (normalized) is 0.0847. (2) The binding affinity (normalized) is 0.356. The MHC is HLA-B18:01 with pseudo-sequence HLA-B18:01. The peptide sequence is RQDILDLWIY. (3) The binding affinity (normalized) is 0.918. The MHC is HLA-B38:01 with pseudo-sequence HLA-B38:01. The peptide sequence is WQIEYIHFL. (4) The peptide sequence is KEVNAKIEPF. The MHC is HLA-B44:02 with pseudo-sequence HLA-B44:02. The binding affinity (normalized) is 0.401. (5) The peptide sequence is AIFQASMTK. The binding affinity (normalized) is 0.830. The MHC is HLA-A03:01 with pseudo-sequence HLA-A03:01. (6) The peptide sequence is LADQLIHLHY. The MHC is HLA-B40:02 with pseudo-sequence HLA-B40:02. The binding affinity (normalized) is 0. (7) The binding affinity (normalized) is 0.217. The peptide sequence is CQCTVQEFI. The MHC is HLA-A02:03 with pseudo-sequence HLA-A02:03. (8) The peptide sequence is QAGFFLLTR. The MHC is Patr-A0301 with pseudo-sequence Patr-A0301. The binding affinity (normalized) is 0.756.